Dataset: NCI-60 drug combinations with 297,098 pairs across 59 cell lines. Task: Regression. Given two drug SMILES strings and cell line genomic features, predict the synergy score measuring deviation from expected non-interaction effect. (1) Drug 2: COC1=C2C(=CC3=C1OC=C3)C=CC(=O)O2. Synergy scores: CSS=31.6, Synergy_ZIP=0.184, Synergy_Bliss=0.560, Synergy_Loewe=-7.41, Synergy_HSA=0.0411. Drug 1: C1=C(C(=O)NC(=O)N1)N(CCCl)CCCl. Cell line: SW-620. (2) Drug 1: C1=CC(=CC=C1CCCC(=O)O)N(CCCl)CCCl. Drug 2: CN1C(=O)N2C=NC(=C2N=N1)C(=O)N. Cell line: ACHN. Synergy scores: CSS=30.4, Synergy_ZIP=0.263, Synergy_Bliss=1.15, Synergy_Loewe=-14.4, Synergy_HSA=-0.261. (3) Drug 1: CC1=C(C=C(C=C1)NC2=NC=CC(=N2)N(C)C3=CC4=NN(C(=C4C=C3)C)C)S(=O)(=O)N.Cl. Drug 2: C1=CC=C(C(=C1)C(C2=CC=C(C=C2)Cl)C(Cl)Cl)Cl. Cell line: SF-268. Synergy scores: CSS=8.19, Synergy_ZIP=5.00, Synergy_Bliss=6.90, Synergy_Loewe=4.12, Synergy_HSA=4.01. (4) Drug 1: C1C(C(OC1N2C=C(C(=O)NC2=O)F)CO)O. Drug 2: CC1C(C(CC(O1)OC2CC(CC3=C2C(=C4C(=C3O)C(=O)C5=CC=CC=C5C4=O)O)(C(=O)C)O)N)O. Cell line: ACHN. Synergy scores: CSS=51.9, Synergy_ZIP=-6.73, Synergy_Bliss=-8.14, Synergy_Loewe=-5.26, Synergy_HSA=-1.28. (5) Drug 1: CNC(=O)C1=NC=CC(=C1)OC2=CC=C(C=C2)NC(=O)NC3=CC(=C(C=C3)Cl)C(F)(F)F. Cell line: SR. Synergy scores: CSS=7.41, Synergy_ZIP=1.08, Synergy_Bliss=5.78, Synergy_Loewe=2.51, Synergy_HSA=2.85. Drug 2: C1=CC=C(C(=C1)C(C2=CC=C(C=C2)Cl)C(Cl)Cl)Cl. (6) Cell line: MDA-MB-435. Synergy scores: CSS=44.0, Synergy_ZIP=-0.824, Synergy_Bliss=-5.03, Synergy_Loewe=-14.3, Synergy_HSA=-4.25. Drug 1: CC1=C2C(C(=O)C3(C(CC4C(C3C(C(C2(C)C)(CC1OC(=O)C(C(C5=CC=CC=C5)NC(=O)OC(C)(C)C)O)O)OC(=O)C6=CC=CC=C6)(CO4)OC(=O)C)OC)C)OC. Drug 2: C1CC(C1)(C(=O)O)C(=O)O.[NH2-].[NH2-].[Pt+2]. (7) Drug 1: C1=NC2=C(N=C(N=C2N1C3C(C(C(O3)CO)O)F)Cl)N. Drug 2: CC1=C2C(C(=O)C3(C(CC4C(C3C(C(C2(C)C)(CC1OC(=O)C(C(C5=CC=CC=C5)NC(=O)OC(C)(C)C)O)O)OC(=O)C6=CC=CC=C6)(CO4)OC(=O)C)O)C)O. Cell line: MDA-MB-435. Synergy scores: CSS=8.71, Synergy_ZIP=-3.44, Synergy_Bliss=-4.50, Synergy_Loewe=-3.57, Synergy_HSA=-2.60. (8) Drug 1: CN1C2=C(C=C(C=C2)N(CCCl)CCCl)N=C1CCCC(=O)O.Cl. Drug 2: C1CN(CCN1C(=O)CCBr)C(=O)CCBr. Cell line: OVCAR-5. Synergy scores: CSS=8.97, Synergy_ZIP=-1.41, Synergy_Bliss=1.58, Synergy_Loewe=-4.95, Synergy_HSA=-1.64. (9) Drug 1: CCCCCOC(=O)NC1=NC(=O)N(C=C1F)C2C(C(C(O2)C)O)O. Drug 2: CC1C(C(CC(O1)OC2CC(CC3=C2C(=C4C(=C3O)C(=O)C5=C(C4=O)C(=CC=C5)OC)O)(C(=O)CO)O)N)O.Cl. Cell line: IGROV1. Synergy scores: CSS=23.2, Synergy_ZIP=-1.15, Synergy_Bliss=-2.29, Synergy_Loewe=-44.8, Synergy_HSA=-3.62.